From a dataset of Forward reaction prediction with 1.9M reactions from USPTO patents (1976-2016). Predict the product of the given reaction. (1) Given the reactants [Na].C([O-])(C)(C)C.ClP([C:13]([CH3:16])([CH3:15])C)C(C)(C)C.[C:17]1(NC2C=CC=CC=2)[C:26]2[C:21](=[CH:22][CH:23]=[CH:24][CH:25]=2)[CH:20]=[CH:19][CH:18]=1.C1(N[C:41]2[CH:46]=[CH:45][CH:44]=[CH:43][CH:42]=2)C=CC=CC=1.CO[C:49]1[CH:54]=[CH:53][C:52](N[C:49]2[CH:54]=[CH:53][C:52](OC)=[CH:51][CH:50]=2)=[CH:51][CH:50]=1, predict the reaction product. The product is: [C:22]12([C:21]3[C:26]([C:17]4[C:13]([CH:15]=3)=[CH:16][CH:20]=[CH:19][CH:18]=4)=[CH:25][CH:24]=[CH:23]1)[C:51]1[C:50]([C:41]3[C:42]([CH:52]=1)=[CH:43][CH:44]=[CH:45][CH:46]=3)=[CH:49][CH:54]=[CH:53]2. (2) Given the reactants [C:1]([O:5][C:6](=[O:15])[CH2:7]/[N:8]=[CH:9]/[CH2:10][C:11]([CH3:14])([CH3:13])[CH3:12])([CH3:4])([CH3:3])[CH3:2].[Cl:16][C:17]1[CH:18]=[C:19](/[CH:24]=[C:25](/[C:28]2[CH:33]=[CH:32][C:31]([Cl:34])=[CH:30][C:29]=2[F:35])\[C:26]#[N:27])[CH:20]=[CH:21][C:22]=1[F:23].C(N(CC)CC)C, predict the reaction product. The product is: [C:1]([O:5][C:6]([CH:7]1[CH:24]([C:19]2[CH:20]=[CH:21][C:22]([F:23])=[C:17]([Cl:16])[CH:18]=2)[C:25]([C:28]2[CH:33]=[CH:32][C:31]([Cl:34])=[CH:30][C:29]=2[F:35])([C:26]#[N:27])[CH:9]([CH2:10][C:11]([CH3:14])([CH3:13])[CH3:12])[NH:8]1)=[O:15])([CH3:4])([CH3:3])[CH3:2].